Dataset: hERG Central: cardiac toxicity at 1µM, 10µM, and general inhibition. Task: Predict hERG channel inhibition at various concentrations. (1) The compound is CCCc1nc2c(C)cc(C)cc2c(N)c1CC. Results: hERG_inhib (hERG inhibition (general)): blocker. (2) The compound is Cc1ccc(/C=C(\NC(=O)c2ccccc2)C(=O)NC2CCN(Cc3ccccc3)CC2)o1. Results: hERG_inhib (hERG inhibition (general)): blocker. (3) The compound is O=C(CSc1nnc(Cc2cccs2)n1Cc1ccco1)Nc1ccc(Cl)cc1Cl. Results: hERG_inhib (hERG inhibition (general)): blocker.